From a dataset of Catalyst prediction with 721,799 reactions and 888 catalyst types from USPTO. Predict which catalyst facilitates the given reaction. (1) Reactant: Cl[CH2:2][CH2:3][CH2:4][N:5]1[C:28](=[O:29])[N:8]2[CH:9]([C:22]3[CH:27]=[CH:26][CH:25]=[CH:24][CH:23]=3)[C:10]3[NH:11][C:12]4[C:17]([C:18]=3[CH2:19][C:7]2([CH3:30])[C:6]1=[O:31])=[CH:16][C:15]([O:20][CH3:21])=[CH:14][CH:13]=4.[NH3:32].O.C(=O)(O)[O-].[Na+]. Product: [NH2:32][CH2:2][CH2:3][CH2:4][N:5]1[C:28](=[O:29])[N:8]2[CH:9]([C:22]3[CH:27]=[CH:26][CH:25]=[CH:24][CH:23]=3)[C:10]3[NH:11][C:12]4[C:17]([C:18]=3[CH2:19][C:7]2([CH3:30])[C:6]1=[O:31])=[CH:16][C:15]([O:20][CH3:21])=[CH:14][CH:13]=4. The catalyst class is: 5. (2) Reactant: [NH2:1][C:2]1[CH:7]=[CH:6][CH:5]=[CH:4][CH:3]=1.C[Li].[Cl:10][C:11]1[CH:42]=[CH:41][CH:40]=[CH:39][C:12]=1[CH2:13][N:14]([CH3:38])[C:15]([C:17]1[N:18]=[N:19][N:20]([CH2:23][C:24]2[CH:29]=[C:28]([C:30]([F:33])([F:32])[F:31])[CH:27]=[C:26]([C:34]([F:37])([F:36])[F:35])[CH:25]=2)[C:21]=1Cl)=[O:16]. Product: [Cl:10][C:11]1[CH:42]=[CH:41][CH:40]=[CH:39][C:12]=1[CH2:13][N:14]([CH3:38])[C:15]([C:17]1[N:18]=[N:19][N:20]([CH2:23][C:24]2[CH:29]=[C:28]([C:30]([F:33])([F:31])[F:32])[CH:27]=[C:26]([C:34]([F:37])([F:35])[F:36])[CH:25]=2)[C:21]=1[NH:1][C:2]1[CH:7]=[CH:6][CH:5]=[CH:4][CH:3]=1)=[O:16]. The catalyst class is: 116.